Dataset: Reaction yield outcomes from USPTO patents with 853,638 reactions. Task: Predict the reaction yield, written as a fraction of the theoretical maximum amount of product (1.0 means a 100% yield; for example, 0.34 means a 34% yield). (1) The reactants are [O:1]([C@@H:8]([CH3:12])[C:9]([OH:11])=[O:10])[C:2]1[CH:7]=[CH:6][CH:5]=[CH:4][CH:3]=1.[CH:13]([N:16]([CH:36]([CH3:38])[CH3:37])[CH2:17][CH2:18][CH:19]([C:26]1[CH:31]=[C:30]([CH2:32][CH2:33][OH:34])[CH:29]=[CH:28][C:27]=1[OH:35])[C:20]1[CH:25]=[CH:24][CH:23]=[CH:22][CH:21]=1)([CH3:15])[CH3:14]. The catalyst is C(OCC)(=O)C. The product is [O:1]([C@@H:8]([CH3:12])[C:9]([OH:11])=[O:10])[C:2]1[CH:7]=[CH:6][CH:5]=[CH:4][CH:3]=1.[CH:36]([N:16]([CH:13]([CH3:15])[CH3:14])[CH2:17][CH2:18][C@@H:19]([C:26]1[CH:31]=[C:30]([CH2:32][CH2:33][OH:34])[CH:29]=[CH:28][C:27]=1[OH:35])[C:20]1[CH:25]=[CH:24][CH:23]=[CH:22][CH:21]=1)([CH3:38])[CH3:37]. The yield is 0.370. (2) The reactants are [F:1][C:2]1[C:7]2[O:8][CH2:9][O:10][C:6]=2[CH:5]=[C:4]([CH:11]=[O:12])[CH:3]=1.[BH4-].[Na+]. The catalyst is CO. The product is [F:1][C:2]1[C:7]2[O:8][CH2:9][O:10][C:6]=2[CH:5]=[C:4]([CH2:11][OH:12])[CH:3]=1. The yield is 0.980. (3) The reactants are [C:1]1([CH:7]([C:66]2[CH:71]=[CH:70][CH:69]=[CH:68][CH:67]=2)[C@H:8]([NH:48][C:49](=[O:65])[C@H:50]([CH:62]([CH3:64])[CH3:63])[NH:51][C:52]([O:54][CH2:55][C:56]2[CH:61]=[CH:60][CH:59]=[CH:58][CH:57]=2)=[O:53])[CH:9]=[CH:10][S:11]([CH:14]=[CH:15][C@@H:16]([NH:30][C:31](=[O:47])[C@H:32]([CH:44]([CH3:46])[CH3:45])[NH:33][C:34]([O:36][CH2:37][C:38]2[CH:43]=[CH:42][CH:41]=[CH:40][CH:39]=2)=[O:35])[CH:17]([C:24]2[CH:29]=[CH:28][CH:27]=[CH:26][CH:25]=2)[C:18]2[CH:23]=[CH:22][CH:21]=[CH:20][CH:19]=2)(=[O:13])=[O:12])[CH:6]=[CH:5][CH:4]=[CH:3][CH:2]=1.C([Li])CCC.C(OO)(C)(C)C.C1(C(C2C=CC=CC=2)[C@H](NC(=O)[C@H](CC(C)C)NC(OCC2C=CC=CC=2)=O)C=CS(C=C[C@@H](NC(=O)[C@H](CC(C)C)NC(OCC2C=CC=CC=2)=O)C(C2C=CC=CC=2)C2C=CC=CC=2)(=O)=O)C=CC=CC=1. The catalyst is C1COCC1. The product is [C:18]1([CH:17]([C:24]2[CH:25]=[CH:26][CH:27]=[CH:28][CH:29]=2)[C:16]([NH:30][C:31](=[O:47])[C@H:32]([CH:44]([CH3:45])[CH3:46])[NH:33][C:34]([O:36][CH2:37][C:38]2[CH:43]=[CH:42][CH:41]=[CH:40][CH:39]=2)=[O:35])=[CH:15][CH2:14][S:11]([CH2:10][CH:9]=[C:8]([NH:48][C:49](=[O:65])[C@H:50]([CH:62]([CH3:64])[CH3:63])[NH:51][C:52]([O:54][CH2:55][C:56]2[CH:57]=[CH:58][CH:59]=[CH:60][CH:61]=2)=[O:53])[CH:7]([C:1]2[CH:6]=[CH:5][CH:4]=[CH:3][CH:2]=2)[C:66]2[CH:67]=[CH:68][CH:69]=[CH:70][CH:71]=2)(=[O:12])=[O:13])[CH:23]=[CH:22][CH:21]=[CH:20][CH:19]=1. The yield is 0.210. (4) The reactants are COC[N:4]1[C:12]2[C:7](=[CH:8][CH:9]=[CH:10][C:11]=2[N:13]([CH2:22][C:23]([O:25][CH2:26][CH3:27])=[O:24])[S:14]([C:17]2[S:18][CH:19]=[CH:20][CH:21]=2)(=[O:16])=[O:15])[CH:6]=[C:5]1[C:28]1[S:29][CH:30]=[CH:31][N:32]=1.Cl.C(=O)(O)[O-].[Na+]. The product is [S:29]1[CH:30]=[CH:31][N:32]=[C:28]1[C:5]1[NH:4][C:12]2[C:7]([CH:6]=1)=[CH:8][CH:9]=[CH:10][C:11]=2[N:13]([CH2:22][C:23]([O:25][CH2:26][CH3:27])=[O:24])[S:14]([C:17]1[S:18][CH:19]=[CH:20][CH:21]=1)(=[O:15])=[O:16]. The yield is 0.600. The catalyst is C(O)C. (5) The reactants are [BH4-].[Na+].O1CCCC1.[Cl:8][C:9]([Cl:31])([CH2:13][CH2:14][CH2:15][CH2:16][CH2:17][CH2:18][CH2:19][C:20](=[O:30])[CH2:21][CH2:22][C:23]1[CH:28]=[CH:27][C:26]([Cl:29])=[CH:25][CH:24]=1)[C:10]([OH:12])=[O:11].Cl. The catalyst is O.C(O)C. The yield is 0.770. The product is [Cl:31][C:9]([Cl:8])([CH2:13][CH2:14][CH2:15][CH2:16][CH2:17][CH2:18][CH2:19][CH:20]([OH:30])[CH2:21][CH2:22][C:23]1[CH:24]=[CH:25][C:26]([Cl:29])=[CH:27][CH:28]=1)[C:10]([OH:12])=[O:11].